Dataset: Full USPTO retrosynthesis dataset with 1.9M reactions from patents (1976-2016). Task: Predict the reactants needed to synthesize the given product. (1) Given the product [Br:20][C:18]1[CH:17]=[N:16][N:14]2[CH:15]=[C:10]([C:8]3[CH:7]=[N:6][N:5]([C:1]([CH3:4])([CH3:2])[CH3:3])[CH:9]=3)[CH:11]=[C:12]([OH:19])[C:13]=12, predict the reactants needed to synthesize it. The reactants are: [C:1]([N:5]1[CH:9]=[C:8]([C:10]2[CH:11]=[C:12]([OH:19])[C:13]3[N:14]([N:16]=[CH:17][CH:18]=3)[CH:15]=2)[CH:7]=[N:6]1)([CH3:4])([CH3:3])[CH3:2].[Br:20]N1C(=O)CCC1=O. (2) Given the product [CH3:1][O:2][C:3]1[CH:4]=[C:5]([C:13]2[CH:22]=[C:21]3[C:16]([CH:17]=[CH:18][CH:19]=[N:20]3)=[C:15]([O:23][C@@H:25]([C@H:27]3[CH2:31][NH:30][C:29](=[O:40])[CH2:28]3)[CH3:26])[CH:14]=2)[CH:6]=[C:7]([O:11][CH3:12])[C:8]=1[O:9][CH3:10], predict the reactants needed to synthesize it. The reactants are: [CH3:1][O:2][C:3]1[CH:4]=[C:5]([C:13]2[CH:14]=[C:15]([OH:23])[C:16]3[CH:17]=[CH:18][CH:19]=[N:20][C:21]=3[CH:22]=2)[CH:6]=[C:7]([O:11][CH3:12])[C:8]=1[O:9][CH3:10].O[C@H:25]([C@H:27]1[CH2:31][N:30]([C@@H](C2C=CC=CC=2)C)[C:29](=[O:40])[CH2:28]1)[CH3:26].C1(P(C2C=CC=CC=2)C2C=CC=CC=2)C=CC=CC=1.C1C=CC(COC(/N=N/C(OCC2C=CC=CC=2)=O)=O)=CC=1. (3) Given the product [NH2:7][C:8]1[N:13]=[C:12]([C:14]2[CH:23]=[C:22]3[C:17]([CH2:18][CH2:19][N:20]([C:24]([O:26][CH:27]4[CH2:32][CH2:31][N:30]([C:2]([O:4][CH3:5])=[O:3])[CH2:29][CH2:28]4)=[O:25])[CH2:21]3)=[CH:16][CH:15]=2)[CH:11]=[C:10]([N:33]2[CH2:38][CH2:37][N:36]([CH3:39])[CH2:35][CH2:34]2)[N:9]=1, predict the reactants needed to synthesize it. The reactants are: Cl[C:2]([O:4][CH3:5])=[O:3].Cl.[NH2:7][C:8]1[N:13]=[C:12]([C:14]2[CH:23]=[C:22]3[C:17]([CH2:18][CH2:19][N:20]([C:24]([O:26][CH:27]4[CH2:32][CH2:31][NH:30][CH2:29][CH2:28]4)=[O:25])[CH2:21]3)=[CH:16][CH:15]=2)[CH:11]=[C:10]([N:33]2[CH2:38][CH2:37][N:36]([CH3:39])[CH2:35][CH2:34]2)[N:9]=1. (4) Given the product [Cl:1][C:2]1[CH:3]=[C:4]([CH2:10][OH:11])[CH:5]=[CH:6][C:7]=1[S:23]([CH3:12])(=[O:25])=[O:22], predict the reactants needed to synthesize it. The reactants are: [Cl:1][C:2]1[CH:3]=[C:4]([CH2:10][OH:11])[CH:5]=[CH:6][C:7]=1SC.[C:12](=O)(O)[O-].[Na+].CC(C)=O.O[O:22][S:23]([O-:25])=O.[K+]. (5) The reactants are: [Br:1][C:2]1[N:7]=[C:6]([C:8](OCC)=[O:9])[C:5]([NH:13][CH:14]2[CH2:17][O:16][CH2:15]2)=[CH:4][CH:3]=1.[NH3:18]. Given the product [Br:1][C:2]1[N:7]=[C:6]([C:8]([NH2:18])=[O:9])[C:5]([NH:13][CH:14]2[CH2:17][O:16][CH2:15]2)=[CH:4][CH:3]=1, predict the reactants needed to synthesize it. (6) Given the product [ClH:1].[NH2:2][CH:3]([C:25]1[CH:30]=[CH:29][S:45][CH:26]=1)[C:4]([N:6]([CH2:15][CH2:16][C:17]1[CH:22]=[CH:21][C:20]([F:23])=[C:19]([F:24])[CH:18]=1)[C:7]1[CH:12]=[CH:11][C:10]([CH3:13])=[C:9]([CH3:14])[CH:8]=1)=[O:5], predict the reactants needed to synthesize it. The reactants are: [ClH:1].[NH2:2][C@@H:3]([C:25]1[CH:30]=[CH:29]C=C[CH:26]=1)[C:4]([N:6]([CH2:15][CH2:16][C:17]1[CH:22]=[CH:21][C:20]([F:23])=[C:19]([F:24])[CH:18]=1)[C:7]1[CH:12]=[CH:11][C:10]([CH3:13])=[C:9]([CH3:14])[CH:8]=1)=[O:5].C(OC(NC(C1C=C[S:45]C=1)C(O)=O)=O)(C)(C)C. (7) Given the product [CH2:1]([C:8]1[CH:9]=[C:10]2[C:15](=[CH:16][C:17]=1[F:18])[N:14]=[C:13]([N:19]1[CH:23]=[C:22]([C:24]([OH:26])=[O:25])[CH:21]=[N:20]1)[N:12]=[C:11]2[N:31]([CH2:32][CH3:33])[CH3:30])[C:2]1[CH:3]=[CH:4][CH:5]=[CH:6][CH:7]=1, predict the reactants needed to synthesize it. The reactants are: [CH2:1]([C:8]1[CH:9]=[C:10]2[C:15](=[CH:16][C:17]=1[F:18])[N:14]=[C:13]([N:19]1[CH:23]=[C:22]([C:24]([O:26]CC)=[O:25])[CH:21]=[N:20]1)[NH:12][C:11]2=O)[C:2]1[CH:7]=[CH:6][CH:5]=[CH:4][CH:3]=1.[CH3:30][NH:31][CH2:32][CH3:33]. (8) Given the product [CH:1]1([C:7]2[C:8]3[CH:9]=[CH:10][C:11]([C:25]([OH:27])=[O:26])=[CH:12][C:13]=3[N:14]3[C:20]=2[C:19]2[CH:21]=[CH:22][CH:23]=[CH:24][C:18]=2[NH:17][CH2:16][CH2:15]3)[CH2:2][CH2:3][CH2:4][CH2:5][CH2:6]1, predict the reactants needed to synthesize it. The reactants are: [CH:1]1([C:7]2[C:8]3[CH:9]=[CH:10][C:11]([C:25]([O:27]C)=[O:26])=[CH:12][C:13]=3[N:14]3[C:20]=2[C:19]2[CH:21]=[CH:22][CH:23]=[CH:24][C:18]=2[NH:17][CH2:16][CH2:15]3)[CH2:6][CH2:5][CH2:4][CH2:3][CH2:2]1. (9) The reactants are: [Cl:1][C:2]1[CH:10]=[C:9](I)[C:5]2[O:6][CH2:7][O:8][C:4]=2[C:3]=1[NH:12][C:13]1[C:22]2[C:17](=[CH:18][C:19]([O:25][CH2:26][CH2:27][CH2:28][N:29]3[CH2:34][CH2:33][N:32]([CH3:35])[C:31](=[O:36])[CH2:30]3)=[C:20]([O:23][CH3:24])[CH:21]=2)[N:16]=[CH:15][N:14]=1.[CH3:37][O:38][CH:39]([CH3:43])[CH2:40][C:41]#[CH:42].C(NC(C)C)(C)C.CN(C=O)C. Given the product [Cl:1][C:2]1[CH:10]=[C:9]([C:42]#[C:41][CH2:40][CH:39]([O:38][CH3:37])[CH3:43])[C:5]2[O:6][CH2:7][O:8][C:4]=2[C:3]=1[NH:12][C:13]1[C:22]2[C:17](=[CH:18][C:19]([O:25][CH2:26][CH2:27][CH2:28][N:29]3[CH2:34][CH2:33][N:32]([CH3:35])[C:31](=[O:36])[CH2:30]3)=[C:20]([O:23][CH3:24])[CH:21]=2)[N:16]=[CH:15][N:14]=1, predict the reactants needed to synthesize it.